From a dataset of Catalyst prediction with 721,799 reactions and 888 catalyst types from USPTO. Predict which catalyst facilitates the given reaction. Reactant: C(OC([NH:8][CH2:9][CH2:10][N:11]1[CH:15]([CH3:16])[C:14]2[CH:17]=[C:18]([C:21]3[C:29]4[C:24](=[CH:25][C:26]([F:30])=[CH:27][CH:28]=4)[N:23](C(OC(C)(C)C)=O)[CH:22]=3)[CH:19]=[CH:20][C:13]=2[S:12]1(=[O:39])=[O:38])=O)(C)(C)C.FC(F)(F)C(O)=O. The catalyst class is: 61. Product: [NH2:8][CH2:9][CH2:10][N:11]1[CH:15]([CH3:16])[C:14]2[CH:17]=[C:18]([C:21]3[C:29]4[C:24](=[CH:25][C:26]([F:30])=[CH:27][CH:28]=4)[NH:23][CH:22]=3)[CH:19]=[CH:20][C:13]=2[S:12]1(=[O:39])=[O:38].